This data is from NCI-60 drug combinations with 297,098 pairs across 59 cell lines. The task is: Regression. Given two drug SMILES strings and cell line genomic features, predict the synergy score measuring deviation from expected non-interaction effect. (1) Drug 1: C1C(C(OC1N2C=C(C(=O)NC2=O)F)CO)O. Drug 2: C1=CC=C(C=C1)NC(=O)CCCCCCC(=O)NO. Cell line: LOX IMVI. Synergy scores: CSS=14.0, Synergy_ZIP=-5.54, Synergy_Bliss=2.53, Synergy_Loewe=-2.50, Synergy_HSA=1.35. (2) Drug 1: C1=C(C(=O)NC(=O)N1)F. Drug 2: CC(C)(C#N)C1=CC=C(C=C1)N2C3=C4C=C(C=CC4=NC=C3N(C2=O)C)C5=CC6=CC=CC=C6N=C5. Cell line: HCT116. Synergy scores: CSS=65.9, Synergy_ZIP=-2.00, Synergy_Bliss=-2.54, Synergy_Loewe=-3.95, Synergy_HSA=2.45. (3) Drug 1: CCCCCOC(=O)NC1=NC(=O)N(C=C1F)C2C(C(C(O2)C)O)O. Drug 2: CC1C(C(CC(O1)OC2CC(CC3=C2C(=C4C(=C3O)C(=O)C5=C(C4=O)C(=CC=C5)OC)O)(C(=O)CO)O)N)O.Cl. Cell line: COLO 205. Synergy scores: CSS=29.9, Synergy_ZIP=1.18, Synergy_Bliss=2.09, Synergy_Loewe=-36.8, Synergy_HSA=0.439. (4) Drug 1: C1=NC2=C(N=C(N=C2N1C3C(C(C(O3)CO)O)O)F)N. Drug 2: CC1C(C(CC(O1)OC2CC(CC3=C2C(=C4C(=C3O)C(=O)C5=C(C4=O)C(=CC=C5)OC)O)(C(=O)CO)O)N)O.Cl. Cell line: A549. Synergy scores: CSS=15.9, Synergy_ZIP=-5.35, Synergy_Bliss=-1.39, Synergy_Loewe=-23.4, Synergy_HSA=-2.24. (5) Drug 1: C1CCN(CC1)CCOC2=CC=C(C=C2)C(=O)C3=C(SC4=C3C=CC(=C4)O)C5=CC=C(C=C5)O. Drug 2: CC1C(C(=O)NC(C(=O)N2CCCC2C(=O)N(CC(=O)N(C(C(=O)O1)C(C)C)C)C)C(C)C)NC(=O)C3=C4C(=C(C=C3)C)OC5=C(C(=O)C(=C(C5=N4)C(=O)NC6C(OC(=O)C(N(C(=O)CN(C(=O)C7CCCN7C(=O)C(NC6=O)C(C)C)C)C)C(C)C)C)N)C. Cell line: DU-145. Synergy scores: CSS=14.0, Synergy_ZIP=-3.60, Synergy_Bliss=5.90, Synergy_Loewe=-17.7, Synergy_HSA=3.56. (6) Drug 1: C1=CC(=CC=C1CCC2=CNC3=C2C(=O)NC(=N3)N)C(=O)NC(CCC(=O)O)C(=O)O. Drug 2: CN(C)N=NC1=C(NC=N1)C(=O)N. Cell line: RXF 393. Synergy scores: CSS=8.59, Synergy_ZIP=-2.03, Synergy_Bliss=-3.20, Synergy_Loewe=-10.4, Synergy_HSA=-2.58. (7) Drug 1: C1CC2CC3=C(CC1C24CN(S(=O)(=O)N4)CC(F)(F)F)C=CC(=C3)C=CCN5CCC(CC5)C(F)(F)F. Drug 2: C1CC(C1)(C(=O)O)C(=O)O.[NH2-].[NH2-].[Pt+2]. Cell line: T-47D. Synergy scores: CSS=22.1, Synergy_ZIP=-7.33, Synergy_Bliss=-7.87, Synergy_Loewe=-7.45, Synergy_HSA=-4.62.